This data is from Experimentally validated miRNA-target interactions with 360,000+ pairs, plus equal number of negative samples. The task is: Binary Classification. Given a miRNA mature sequence and a target amino acid sequence, predict their likelihood of interaction. (1) The miRNA is hsa-miR-891a-5p with sequence UGCAACGAACCUGAGCCACUGA. The protein sequence of the target gene is MKPDAAREPEPLSPGRGAEAEGRWRERGEADTERQRTRERQEATLAGLAELGYLRQRQELLVRGALRCSGTVGTVAPRSGELRGDAAQRSRLEEKFLEENILLLRRQLNCLRRRDAGLLNQLQELDKQISDLRLDVEKTSEEHLETDSRPSSGFYELSDGASGSLSNSSNSVFSECLSSCHSSTCFCSPLEAALTISDGCPKSADVNPKYQCDLVSKNGNDVYRYPSPLHAVAVQSPMFLLCLTGNTLREEEGLGSHASDICIGSELNATKTDNSLPSPSSLWSASHPASSKKMDGYILS.... Result: 0 (no interaction). (2) The miRNA is mmu-miR-5125 with sequence UCUGCCUGGGAUUUCCUUGU. The protein sequence of the target gene is MSGIKRTIKETDPDYEDVSVALPNKRHKAIESSARDAAVQKIETIIKEQFALEMKNKEHEIDVIDQRLIEARRMMDKLRACIVANYYASAGLLKVSEGLKTFDPMAFNHPAIKKFLESPSRSSSPTNQRSETPSANHSESDSLSQHNDFLSDKDNNSNVDVEERPPSTGEQRPSRKAGRDTSSISGSHKRELRNADLTGDETSRLFVKKTIVVGNVSKYIPPDKREENDQSTHKWMVYVRGSRREPSINHFVKKVWFFLHPSYKPNDLVEVREPPFHLTRRGWGEFPVRVQVHFKDSQNK.... Result: 1 (interaction). (3) The miRNA is dme-miR-956-3p with sequence UUUCGAGACCACUCUAAUCCAUU. The protein sequence of the target gene is MRILKRFLACIQLLCVCRLDWANGYYRQQRKLVEEIGWSYTGALNQKNWGKKYPTCNSPKQSPINIDEDLTQVNVNLKKLKFQGWDKTSLENTFIHNTGKTVEINLTNDYRVSGGVSEMVFKASKITFHWGKCNMSSDGSEHSLEGQKFPLEMQIYCFDADRFSSFEEAVKGKGKLRALSILFEVGTEENLDFKAIIDGVESVSRFGKQAALDPFILLNLLPNSTDKYYIYNGSLTSPPCTDTVDWIVFKDTVSISESQLAVFCEVLTMQQSGYVMLMDYLQNNFREQQYKFSRQVFSSY.... Result: 0 (no interaction). (4) The miRNA is hsa-miR-6870-3p with sequence GCUCAUCCCCAUCUCCUUUCAG. The protein sequence of the target gene is MPQLGGGRGGAGGGGGGSGAGATSGGDDLGANDELIPFQDEGGEEQEPSSDTASAQRDLDEVKSSLVNESENQSSSSDSEAERRPQPARDAFQKPRDYFAEVRRPQDGAFFKGGAYPGYPFLMIPDLSSPYLSNGPLSPGGARTYLQMKWPLLDVPSSATVKDTRSPSPAHLSNKVPVVQHPHHMHPLTPLITYSNDHFSPASPPTHLSPEIDPKTGIPRPPHPSELSPYYPLSPGAVGQIPHPLGWLVPQQGQPMYSLPPGGFRHPYPALAMNASMSSLVSSRFPHMVAPAHPGLPTSG.... Result: 0 (no interaction).